Dataset: Full USPTO retrosynthesis dataset with 1.9M reactions from patents (1976-2016). Task: Predict the reactants needed to synthesize the given product. Given the product [CH3:1][C:2]1([C:18]([NH:60][C:59]2[CH:61]=[CH:62][C:56]([CH3:55])=[CH:57][CH:58]=2)=[O:19])[CH2:3][CH2:4][N:5]([C:8]2[C:9]3[C:16]([CH3:17])=[CH:15][NH:14][C:10]=3[N:11]=[CH:12][N:13]=2)[CH2:6][CH2:7]1, predict the reactants needed to synthesize it. The reactants are: [CH3:1][C:2]1([C:18](O)=[O:19])[CH2:7][CH2:6][N:5]([C:8]2[C:9]3[C:16]([CH3:17])=[CH:15][NH:14][C:10]=3[N:11]=[CH:12][N:13]=2)[CH2:4][CH2:3]1.CN([P+](ON1N=NC2C=CC=CC1=2)(N(C)C)N(C)C)C.F[P-](F)(F)(F)(F)F.C(N(CC)CC)C.[CH3:55][C:56]1[CH:62]=[CH:61][C:59]([NH2:60])=[CH:58][CH:57]=1.